From a dataset of Full USPTO retrosynthesis dataset with 1.9M reactions from patents (1976-2016). Predict the reactants needed to synthesize the given product. Given the product [OH:23][CH:20]([CH2:21][OH:22])[C:19]#[C:18][C:17]#[C:16][C:13]1[CH:14]=[CH:15][C:10]([C:9]([NH:8][C@@H:3]([C:2]([CH3:26])([NH:1][CH3:29])[CH3:25])[C:4]([NH:6][OH:7])=[O:5])=[O:24])=[CH:11][CH:12]=1, predict the reactants needed to synthesize it. The reactants are: [NH2:1][C:2]([CH3:26])([CH3:25])[C@H:3]([NH:8][C:9](=[O:24])[C:10]1[CH:15]=[CH:14][C:13]([C:16]#[C:17][C:18]#[C:19][CH:20]([OH:23])[CH2:21][OH:22])=[CH:12][CH:11]=1)[C:4]([NH:6][OH:7])=[O:5].C=O.[CH2:29](N)C.C([BH3-])#N.[Na+].